This data is from Full USPTO retrosynthesis dataset with 1.9M reactions from patents (1976-2016). The task is: Predict the reactants needed to synthesize the given product. (1) Given the product [CH:1]([C:4]1[CH:5]=[CH:6][C:7]([CH2:8][CH:9]2[C:16]3[CH:15]=[C:14]([C:17]([OH:19])=[O:18])[NH:13][C:12]=3[CH2:11][CH2:10]2)=[CH:21][CH:22]=1)([CH3:3])[CH3:2], predict the reactants needed to synthesize it. The reactants are: [CH:1]([C:4]1[CH:22]=[CH:21][C:7]([CH2:8][CH:9]2[C:16]3[CH:15]=[C:14]([C:17]([O:19]C)=[O:18])[NH:13][C:12]=3[CH2:11][CH2:10]2)=[CH:6][CH:5]=1)([CH3:3])[CH3:2].O.[OH-].[Li+]. (2) Given the product [N:1]1([C:7]2[CH:12]=[CH:11][C:10]([NH:13][C:14]([C:16]3[CH:17]=[C:18]([CH:30]=[CH:31][CH:32]=3)[CH2:19][S:20]([C:21]3[CH:22]=[C:23]([CH:27]=[CH:28][CH:29]=3)[C:24]([OH:26])=[O:25])(=[O:66])=[O:58])=[O:15])=[C:9]([C:33]3[CH:38]=[C:37]([C:39](=[O:52])[NH:40][CH2:41][C:42]4[CH:47]=[CH:46][CH:45]=[C:44]([C:48]([F:51])([F:49])[F:50])[CH:43]=4)[CH:36]=[CH:35][N:34]=3)[CH:8]=2)[CH2:6][CH2:5][CH2:4][CH2:3][CH2:2]1, predict the reactants needed to synthesize it. The reactants are: [N:1]1([C:7]2[CH:12]=[CH:11][C:10]([NH:13][C:14]([C:16]3[CH:17]=[C:18]([CH:30]=[CH:31][CH:32]=3)[CH2:19][S:20][C:21]3[CH:22]=[C:23]([CH:27]=[CH:28][CH:29]=3)[C:24]([OH:26])=[O:25])=[O:15])=[C:9]([C:33]3[CH:38]=[C:37]([C:39](=[O:52])[NH:40][CH2:41][C:42]4[CH:47]=[CH:46][CH:45]=[C:44]([C:48]([F:51])([F:50])[F:49])[CH:43]=4)[CH:36]=[CH:35][N:34]=3)[CH:8]=2)[CH2:6][CH2:5][CH2:4][CH2:3][CH2:2]1.C1COCC1.[OH2:58].OOS([O-])=O.[K+].C[OH:66]. (3) Given the product [CH:21]([O-:22])=[O:20].[O:1]([CH2:8][CH2:9][CH2:10][N+:12]12[CH2:19][CH2:18][CH:15]([CH2:16][CH2:17]1)[C@H:14]([O:20][C:21]([C:23]1([C:30]3[CH:31]=[CH:32][CH:33]=[CH:34][CH:35]=3)[CH2:29][CH2:28][CH2:27][CH2:26][CH2:25][CH2:24]1)=[O:22])[CH2:13]2)[C:2]1[CH:7]=[CH:6][CH:5]=[CH:4][CH:3]=1, predict the reactants needed to synthesize it. The reactants are: [O:1]([CH2:8][CH2:9][CH2:10]Br)[C:2]1[CH:7]=[CH:6][CH:5]=[CH:4][CH:3]=1.[N:12]12[CH2:19][CH2:18][CH:15]([CH2:16][CH2:17]1)[C@H:14]([O:20][C:21]([C:23]1([C:30]3[CH:35]=[CH:34][CH:33]=[CH:32][CH:31]=3)[CH2:29][CH2:28][CH2:27][CH2:26][CH2:25][CH2:24]1)=[O:22])[CH2:13]2. (4) Given the product [CH3:17][NH:16][C:14]1[C:13]([N+:18]([O-:20])=[O:19])=[CH:12][CH:11]=[C:10]([O:8][C:5]2[CH:6]=[CH:7][C:2]([CH3:1])=[CH:3][CH:4]=2)[N:15]=1, predict the reactants needed to synthesize it. The reactants are: [CH3:1][C:2]1[CH:7]=[CH:6][C:5]([OH:8])=[CH:4][CH:3]=1.Cl[C:10]1[N:15]=[C:14]([NH:16][CH3:17])[C:13]([N+:18]([O-:20])=[O:19])=[CH:12][CH:11]=1.[H-].[Na+]. (5) Given the product [CH2:1]([O:3][C:4](=[O:18])[CH2:5][C:6]1[N:7]=[CH:8][N:9]([CH:11]2[CH2:12][CH2:13][CH2:14][CH2:15][CH2:16]2)[CH:10]=1)[CH3:2], predict the reactants needed to synthesize it. The reactants are: [CH2:1]([O:3][C:4](=[O:18])[CH2:5][C:6]1[NH:7][C:8](=S)[N:9]([CH:11]2[CH2:16][CH2:15][CH2:14][CH2:13][CH2:12]2)[CH:10]=1)[CH3:2].OO. (6) Given the product [Cl:35][C:32]1[CH:33]=[CH:34][C:29]([CH:25]2[CH2:24][CH:23]([S:9][C:5]3[CH:6]=[CH:7][CH:8]=[C:3]([C:2]([F:1])([F:10])[F:11])[CH:4]=3)[CH2:28][CH2:27][O:26]2)=[N:30][CH:31]=1, predict the reactants needed to synthesize it. The reactants are: [F:1][C:2]([F:11])([F:10])[C:3]1[CH:4]=[C:5]([SH:9])[CH:6]=[CH:7][CH:8]=1.C([O-])([O-])=O.[K+].[K+].CS(O[CH:23]1[CH2:28][CH2:27][O:26][CH:25]([C:29]2[CH:34]=[CH:33][C:32]([Cl:35])=[CH:31][N:30]=2)[CH2:24]1)(=O)=O. (7) Given the product [F:1][C:2]1[C:3]([C:8]2([CH2:12][NH:13][C:21]3[N:22]=[N:23][C:24]([C:27]4[S:28][C:29]([C:32]5[NH:36][C:35](=[O:37])[NH:34][N:33]=5)=[CH:30][CH:31]=4)=[CH:25][CH:26]=3)[CH2:9][CH2:10][CH2:11]2)=[N:4][CH:5]=[CH:6][CH:7]=1, predict the reactants needed to synthesize it. The reactants are: [F:1][C:2]1[C:3]([C:8]2([CH2:12][N:13]([C:21]3[N:22]=[N:23][C:24]([C:27]4[S:28][C:29]([C:32]5[NH:36][C:35](=[O:37])[NH:34][N:33]=5)=[CH:30][CH:31]=4)=[CH:25][CH:26]=3)C(=O)OC(C)(C)C)[CH2:11][CH2:10][CH2:9]2)=[N:4][CH:5]=[CH:6][CH:7]=1.C(O)(C(F)(F)F)=O. (8) Given the product [C:1]([O:5][C:6](=[O:21])[C:7]1[CH:19]=[C:18]([O:23][CH2:29][CH2:30][CH2:31][CH2:32][CH2:33][CH2:34][CH2:35][CH2:36][CH2:37][C:38]([O:40][CH3:41])=[O:39])[CH:17]=[C:9]([C:10]([O:12][C:13]([CH3:16])([CH3:15])[CH3:14])=[O:11])[CH:8]=1)([CH3:4])([CH3:3])[CH3:2], predict the reactants needed to synthesize it. The reactants are: [C:1]([O:5][C:6](=[O:21])[C:7]1[CH2:8][C:9](O)([CH:17]=[CH:18][CH:19]=1)[C:10]([O:12][C:13]([CH3:16])([CH3:15])[CH3:14])=[O:11])([CH3:4])([CH3:3])[CH3:2].C([O-])([O-])=[O:23].[K+].[K+].Br[CH2:29][CH2:30][CH2:31][CH2:32][CH2:33][CH2:34][CH2:35][CH2:36][CH2:37][C:38]([O:40][CH3:41])=[O:39].CCOC(C)=O. (9) The reactants are: [NH2:1][C:2]1[CH:7]=[CH:6][C:5]([C:8]2[CH:13]=[CH:12][C:11]([S:14]([N:17]3[CH:21]([C:22]([OH:24])=[O:23])[CH2:20][CH:19]4[CH2:25][CH2:26][CH2:27][CH:18]34)(=[O:16])=[O:15])=[CH:10][CH:9]=2)=[CH:4][CH:3]=1.N1C=CC=CC=1.[CH3:34][S:35](Cl)(=[O:37])=[O:36]. Given the product [CH3:34][S:35]([NH:1][C:2]1[CH:7]=[CH:6][C:5]([C:8]2[CH:9]=[CH:10][C:11]([S:14]([N:17]3[CH:21]([C:22]([OH:24])=[O:23])[CH2:20][CH:19]4[CH2:25][CH2:26][CH2:27][CH:18]34)(=[O:16])=[O:15])=[CH:12][CH:13]=2)=[CH:4][CH:3]=1)(=[O:37])=[O:36], predict the reactants needed to synthesize it. (10) Given the product [CH3:23][O:22][C:4]1[CH:3]=[C:2]([CH:19]=[C:6]([CH2:7][O:8][Si:9]([CH:16]([CH3:18])[CH3:17])([CH:13]([CH3:15])[CH3:14])[CH:10]([CH3:12])[CH3:11])[C:5]=1[O:20][CH3:21])[CH:29]=[O:30], predict the reactants needed to synthesize it. The reactants are: Br[C:2]1[CH:3]=[C:4]([O:22][CH3:23])[C:5]([O:20][CH3:21])=[C:6]([CH:19]=1)[CH2:7][O:8][Si:9]([CH:16]([CH3:18])[CH3:17])([CH:13]([CH3:15])[CH3:14])[CH:10]([CH3:12])[CH3:11].C([Li])CCC.[CH:29](N1CCOCC1)=[O:30].Cl.